From a dataset of Peptide-MHC class II binding affinity with 134,281 pairs from IEDB. Regression. Given a peptide amino acid sequence and an MHC pseudo amino acid sequence, predict their binding affinity value. This is MHC class II binding data. (1) The peptide sequence is RRAEPAADGVGAVSRDL. The MHC is DRB1_0101 with pseudo-sequence DRB1_0101. The binding affinity (normalized) is 0. (2) The peptide sequence is VGDDSGGFSTTVSTE. The MHC is DRB1_0701 with pseudo-sequence DRB1_0701. The binding affinity (normalized) is 0.171. (3) The peptide sequence is SVQVRGELAAEEVEV. The MHC is DRB1_1201 with pseudo-sequence DRB1_1201. The binding affinity (normalized) is 0.449. (4) The peptide sequence is YDKFLANVSTYLTGK. The MHC is DRB3_0202 with pseudo-sequence DRB3_0202. The binding affinity (normalized) is 0.924. (5) The peptide sequence is VSKAPQLVPKLDEVY. The MHC is HLA-DPA10201-DPB11401 with pseudo-sequence HLA-DPA10201-DPB11401. The binding affinity (normalized) is 0.186. (6) The peptide sequence is LAARTLLAAADELVG. The MHC is DRB1_0901 with pseudo-sequence DRB1_0901. The binding affinity (normalized) is 0.559. (7) The peptide sequence is EKKYEAATQFEPLAA. The MHC is HLA-DQA10401-DQB10402 with pseudo-sequence HLA-DQA10401-DQB10402. The binding affinity (normalized) is 0.415. (8) The peptide sequence is QEFEEAYIPKEQKYS. The MHC is DRB1_0701 with pseudo-sequence DRB1_0701. The binding affinity (normalized) is 0.172. (9) The peptide sequence is VFKEKVDTRAKDPPA. The MHC is DRB4_0103 with pseudo-sequence DRB4_0103. The binding affinity (normalized) is 0.